This data is from NCI-60 drug combinations with 297,098 pairs across 59 cell lines. The task is: Regression. Given two drug SMILES strings and cell line genomic features, predict the synergy score measuring deviation from expected non-interaction effect. (1) Drug 2: CCN(CC)CCNC(=O)C1=C(NC(=C1C)C=C2C3=C(C=CC(=C3)F)NC2=O)C. Drug 1: CC(CN1CC(=O)NC(=O)C1)N2CC(=O)NC(=O)C2. Cell line: HOP-92. Synergy scores: CSS=11.6, Synergy_ZIP=0.774, Synergy_Bliss=-0.0343, Synergy_Loewe=-4.22, Synergy_HSA=-4.33. (2) Drug 1: CN1C(=O)N2C=NC(=C2N=N1)C(=O)N. Drug 2: CCN(CC)CCCC(C)NC1=C2C=C(C=CC2=NC3=C1C=CC(=C3)Cl)OC. Cell line: ACHN. Synergy scores: CSS=17.2, Synergy_ZIP=0.567, Synergy_Bliss=0.942, Synergy_Loewe=-27.4, Synergy_HSA=0.445. (3) Drug 1: CCC1(CC2CC(C3=C(CCN(C2)C1)C4=CC=CC=C4N3)(C5=C(C=C6C(=C5)C78CCN9C7C(C=CC9)(C(C(C8N6C)(C(=O)OC)O)OC(=O)C)CC)OC)C(=O)OC)O.OS(=O)(=O)O. Drug 2: C1=NC2=C(N1)C(=S)N=CN2. Cell line: EKVX. Synergy scores: CSS=9.54, Synergy_ZIP=-0.299, Synergy_Bliss=5.13, Synergy_Loewe=2.70, Synergy_HSA=2.40. (4) Drug 1: CC1=CC2C(CCC3(C2CCC3(C(=O)C)OC(=O)C)C)C4(C1=CC(=O)CC4)C. Drug 2: CC(C)NC(=O)C1=CC=C(C=C1)CNNC.Cl. Cell line: SK-MEL-2. Synergy scores: CSS=-7.63, Synergy_ZIP=2.34, Synergy_Bliss=-3.06, Synergy_Loewe=-8.67, Synergy_HSA=-8.03. (5) Drug 1: CC1CCC2CC(C(=CC=CC=CC(CC(C(=O)C(C(C(=CC(C(=O)CC(OC(=O)C3CCCCN3C(=O)C(=O)C1(O2)O)C(C)CC4CCC(C(C4)OC)OCCO)C)C)O)OC)C)C)C)OC. Drug 2: CCN(CC)CCCC(C)NC1=C2C=C(C=CC2=NC3=C1C=CC(=C3)Cl)OC. Cell line: NCI-H322M. Synergy scores: CSS=14.2, Synergy_ZIP=-5.32, Synergy_Bliss=-1.56, Synergy_Loewe=-2.28, Synergy_HSA=-1.98.